This data is from Catalyst prediction with 721,799 reactions and 888 catalyst types from USPTO. The task is: Predict which catalyst facilitates the given reaction. (1) Reactant: [O:1]=[C:2]1[C:7]([C:8]2[O:9][C:10]3[C:11](=[C:13]([C:17]([OH:19])=O)[CH:14]=[CH:15][CH:16]=3)[N:12]=2)=[CH:6][CH:5]=[CH:4][NH:3]1.Cl.C(N=C=NCCCN(C)C)C.ON1C2C=CC=CC=2N=N1.Cl.Cl.[NH2:44][CH:45]1[CH2:52][CH:51]2[N:53]([CH3:54])[CH:47]([CH2:48][CH2:49][CH2:50]2)[CH2:46]1.C(N(CC)CC)C. Product: [CH3:54][N:53]1[CH:47]2[CH2:48][CH2:49][CH2:50][CH:51]1[CH2:52][CH:45]([NH:44][C:17]([C:13]1[CH:14]=[CH:15][CH:16]=[C:10]3[O:9][C:8]([C:7]4[C:2](=[O:1])[NH:3][CH:4]=[CH:5][CH:6]=4)=[N:12][C:11]=13)=[O:19])[CH2:46]2. The catalyst class is: 174. (2) Reactant: [CH:1]1([O:6][C:7]2[N:15]=[C:14]3[C:10]([N:11]=[CH:12][N:13]3[C@H:16]3[C@H:23]4[C@H:19]([O:20]C(C)(C)[O:22]4)[C@@H:18](/[CH:26]=[N:27]/[OH:28])[O:17]3)=[C:9]([NH:29]C(=O)C3C=CC=CC=3)[N:8]=2)[CH2:5][CH2:4][CH2:3][CH2:2]1. Product: [NH2:29][C:9]1[N:8]=[C:7]([O:6][CH:1]2[CH2:5][CH2:4][CH2:3][CH2:2]2)[N:15]=[C:14]2[C:10]=1[N:11]=[CH:12][N:13]2[C@@H:16]1[O:17][C@H:18]([CH:26]=[N:27][OH:28])[C@@H:19]([OH:20])[C@H:23]1[OH:22]. The catalyst class is: 328. (3) Reactant: C(N(CC)CC)C.[CH3:8][N:9]1[C:13]([C:14]([OH:16])=O)=[CH:12][N:11]=[CH:10]1.Cl.[CH3:18][NH:19][O:20][CH3:21].CCN=C=NCCCN(C)C. Product: [CH3:21][O:20][N:19]([CH3:18])[C:14]([C:13]1[N:9]([CH3:8])[CH:10]=[N:11][CH:12]=1)=[O:16]. The catalyst class is: 2. (4) Reactant: [C:1]([O:4][C@H:5]([C:8]#[C:9][C:10]#[C:11][C@H:12]([NH2:22])[CH2:13][CH2:14][CH2:15][CH2:16][CH2:17][CH2:18][CH2:19][CH2:20][CH3:21])[CH:6]=[CH2:7])(=[O:3])[CH3:2].C(N(CC)CC)C.[Cl:30][C:31]1[CH:39]=[CH:38][CH:37]=[CH:36][C:32]=1[C:33](Cl)=[O:34]. Product: [C:1]([O:4][C@H:5]([C:8]#[C:9][C:10]#[C:11][C@H:12]([NH:22][C:33](=[O:34])[C:32]1[CH:36]=[CH:37][CH:38]=[CH:39][C:31]=1[Cl:30])[CH2:13][CH2:14][CH2:15][CH2:16][CH2:17][CH2:18][CH2:19][CH2:20][CH3:21])[CH:6]=[CH2:7])(=[O:3])[CH3:2]. The catalyst class is: 2.